Task: Predict the reactants needed to synthesize the given product.. Dataset: Full USPTO retrosynthesis dataset with 1.9M reactions from patents (1976-2016) Given the product [CH:9]1([N:8]2[C:7]3=[N:6][C:5]([OH:16])=[CH:4][CH:3]=[C:2]3[N:1]=[C:17]2[CH3:18])[CH2:15][CH2:14][CH2:13][CH2:12][CH2:11][CH2:10]1, predict the reactants needed to synthesize it. The reactants are: [NH2:1][C:2]1[CH:3]=[CH:4][C:5]([OH:16])=[N:6][C:7]=1[NH:8][CH:9]1[CH2:15][CH2:14][CH2:13][CH2:12][CH2:11][CH2:10]1.[CH:17]1(NC2N=C(O)C=CC=2[N+]([O-])=O)CCCCC[CH2:18]1.